This data is from Reaction yield outcomes from USPTO patents with 853,638 reactions. The task is: Predict the reaction yield, written as a fraction of the theoretical maximum amount of product (1.0 means a 100% yield; for example, 0.34 means a 34% yield). (1) The catalyst is C(O)(C)C. The reactants are [Br:1][C:2]1[C:3]([CH3:10])=[CH:4][C:5]([NH:8][NH2:9])=[N:6][CH:7]=1.[C:11]([C:13]1[CH:18]=[CH:17][C:16]([C:19](=[CH:25]N(C)C)[C:20](OCC)=[O:21])=[CH:15][CH:14]=1)#[N:12].Cl.CCN(C(C)C)C(C)C. The yield is 0.820. The product is [Br:1][C:2]1[C:3]([CH3:10])=[CH:4][C:5]([N:8]2[C:20]([OH:21])=[C:19]([C:16]3[CH:15]=[CH:14][C:13]([C:11]#[N:12])=[CH:18][CH:17]=3)[CH:25]=[N:9]2)=[N:6][CH:7]=1. (2) The reactants are [CH3:1][C:2]1[S:6][C:5]([C:7]2([OH:17])[CH2:16][CH2:15][C:10]3(OCC[O:11]3)[CH2:9][CH2:8]2)=[N:4][CH:3]=1.C([O-])([O-])=O.[Na+].[Na+]. The catalyst is C1COCC1. The product is [OH:17][C:7]1([C:5]2[S:6][C:2]([CH3:1])=[CH:3][N:4]=2)[CH2:16][CH2:15][C:10](=[O:11])[CH2:9][CH2:8]1. The yield is 0.990. (3) The reactants are [NH2:1][C@@H:2]1[CH2:7][CH2:6][CH2:5][N:4]([C:8]([O:10][C:11]([CH3:14])([CH3:13])[CH3:12])=[O:9])[CH2:3]1.[Cl:15][C:16]1[CH:21]=[C:20](Cl)[N:19]=[C:18]([C:23]2[N:27]3[CH:28]=[C:29]([F:32])[CH:30]=[CH:31][C:26]3=[N:25][CH:24]=2)[N:17]=1. The catalyst is C(O)C. The product is [Cl:15][C:16]1[N:17]=[C:18]([C:23]2[N:27]3[CH:28]=[C:29]([F:32])[CH:30]=[CH:31][C:26]3=[N:25][CH:24]=2)[N:19]=[C:20]([NH:1][C@@H:2]2[CH2:7][CH2:6][CH2:5][N:4]([C:8]([O:10][C:11]([CH3:14])([CH3:13])[CH3:12])=[O:9])[CH2:3]2)[CH:21]=1. The yield is 0.870.